Dataset: Blood-brain barrier permeability classification from the B3DB database. Task: Regression/Classification. Given a drug SMILES string, predict its absorption, distribution, metabolism, or excretion properties. Task type varies by dataset: regression for continuous measurements (e.g., permeability, clearance, half-life) or binary classification for categorical outcomes (e.g., BBB penetration, CYP inhibition). Dataset: b3db_classification. The drug is COCC1=C(C(=O)O)N2C(=O)C(NC(=O)/C(=N\OC)c3csc(N)n3)[C@@H]2SC1. The result is 0 (does not penetrate BBB).